Regression. Given a peptide amino acid sequence and an MHC pseudo amino acid sequence, predict their binding affinity value. This is MHC class I binding data. From a dataset of Peptide-MHC class I binding affinity with 185,985 pairs from IEDB/IMGT. The binding affinity (normalized) is 0.219. The MHC is HLA-A02:03 with pseudo-sequence HLA-A02:03. The peptide sequence is DMICCDSRI.